Dataset: Forward reaction prediction with 1.9M reactions from USPTO patents (1976-2016). Task: Predict the product of the given reaction. (1) The product is: [CH3:1][C:2]1([CH3:23])[CH2:3][O:4][CH:5]([C:8]([CH3:22])=[CH:9][CH:10]=[CH:11][CH:12]=[C:13]([CH3:21])[CH:14]=[CH:15][CH:16]=[C:17]([CH3:20])[CH:18]=[O:19])[O:6][CH2:7]1. Given the reactants [CH3:1][C:2]1([CH3:23])[CH2:7][O:6][CH:5]([C:8]([CH3:22])=[CH:9][CH:10]=[CH:11][CH:12]=[C:13]([CH3:21])[CH:14]=[CH:15][CH:16]=[C:17]([CH3:20])[CH2:18][OH:19])[O:4][CH2:3]1.O=O.C(OCC)(=O)C, predict the reaction product. (2) Given the reactants Cl.[NH2:2][C@H:3]([C:11]1[CH:16]=[CH:15][CH:14]=[CH:13][CH:12]=1)[C:4]([O:6][C:7]([CH3:10])([CH3:9])[CH3:8])=[O:5].[CH:17](=O)[CH3:18], predict the reaction product. The product is: [CH2:17]([NH:2][C@H:3]([C:11]1[CH:12]=[CH:13][CH:14]=[CH:15][CH:16]=1)[C:4]([O:6][C:7]([CH3:10])([CH3:9])[CH3:8])=[O:5])[CH3:18]. (3) Given the reactants Cl[C:2]1[N:7]=[C:6]([NH2:8])[N:5]=[C:4]([NH:9][C:10]([CH3:13])([CH3:12])[CH3:11])[CH:3]=1.[C:14]([C:16]1[CH:21]=[CH:20][C:19](B(O)O)=[CH:18][C:17]=1[F:25])#[N:15].C([O-])(O)=O.[Na+], predict the reaction product. The product is: [NH2:8][C:6]1[N:7]=[C:2]([C:19]2[CH:20]=[CH:21][C:16]([C:14]#[N:15])=[C:17]([F:25])[CH:18]=2)[CH:3]=[C:4]([NH:9][C:10]([CH3:13])([CH3:12])[CH3:11])[N:5]=1. (4) Given the reactants [CH2:1]([O:3][C:4](=[O:18])[C:5]([F:17])([F:16])[CH2:6][NH:7][CH2:8][CH2:9][C:10]1[CH:15]=[CH:14][CH:13]=[CH:12][CH:11]=1)[CH3:2].[Cl:19][C:20]1[N:25]=[C:24](Cl)[C:23]([N+:27]([O-:29])=[O:28])=[CH:22][N:21]=1.C(=O)(O)[O-].[Na+], predict the reaction product. The product is: [CH2:1]([O:3][C:4](=[O:18])[C:5]([F:17])([F:16])[CH2:6][N:7]([C:22]1[C:23]([N+:27]([O-:29])=[O:28])=[CH:24][N:25]=[C:20]([Cl:19])[N:21]=1)[CH2:8][CH2:9][C:10]1[CH:15]=[CH:14][CH:13]=[CH:12][CH:11]=1)[CH3:2]. (5) Given the reactants [C:1]([C:3]1[C:8]([O:9][CH2:10][C:11]([O:13][CH2:14][CH3:15])=[O:12])=[N:7][C:6]([N:16]([CH3:18])[CH3:17])=[C:5]2[CH2:19][O:20][C:21]([CH3:24])([CH3:23])[CH2:22][C:4]=12)#[N:2].C(=O)([O-])[O-].[Cs+].[Cs+], predict the reaction product. The product is: [NH2:2][C:1]1[C:3]2[C:8](=[N:7][C:6]([N:16]([CH3:18])[CH3:17])=[C:5]3[CH2:19][O:20][C:21]([CH3:23])([CH3:24])[CH2:22][C:4]3=2)[O:9][C:10]=1[C:11]([O:13][CH2:14][CH3:15])=[O:12]. (6) Given the reactants [CH2:1]([N:5]([S:32]([C:35]1[CH:40]=[CH:39][C:38]([CH3:41])=[CH:37][CH:36]=1)(=[O:34])=[O:33])[C@H:6]([C:29]([OH:31])=[O:30])[CH2:7][CH2:8][CH2:9][CH2:10][NH:11][C:12](OCC1C2C=CC=CC=2C2C1=CC=CC=2)=[O:13])[CH:2]([CH3:4])[CH3:3].[C:42]([NH:50][C@H:51](C(O)=O)[CH2:52][C:53]1[CH:58]=[CH:57][CH:56]=[CH:55][CH:54]=1)(=[O:49])[C:43]1[CH:48]=[CH:47][CH:46]=[CH:45][CH:44]=1, predict the reaction product. The product is: [CH3:41][C:38]1[CH:39]=[CH:40][C:35]([S:32]([N:5]([C@H:6]([C:29]([OH:31])=[O:30])[CH2:7][CH2:8][CH2:9][CH2:10][NH:11][C:12]([C@@H:51]([NH:50][C:42]([C:43]2[CH:48]=[CH:47][CH:46]=[CH:45][CH:44]=2)=[O:49])[CH2:52][C:53]2[CH:58]=[CH:57][CH:56]=[CH:55][CH:54]=2)=[O:13])[CH2:1][CH:2]([CH3:4])[CH3:3])(=[O:33])=[O:34])=[CH:36][CH:37]=1. (7) Given the reactants Cl.[N:2]1([CH2:7][CH2:8][CH2:9][C:10]([OH:12])=O)[CH2:6][CH2:5][CH2:4][CH2:3]1.C1N=CN(C(N2C=NC=C2)=O)C=1.[CH3:25][O:26][C:27]1[N:32]=[CH:31][C:30]([C:33]2[CH:34]=[C:35]([NH2:38])[NH:36][N:37]=2)=[CH:29][CH:28]=1, predict the reaction product. The product is: [CH3:25][O:26][C:27]1[N:32]=[CH:31][C:30]([C:33]2[CH:34]=[C:35]([NH:38][C:10](=[O:12])[CH2:9][CH2:8][CH2:7][N:2]3[CH2:3][CH2:4][CH2:5][CH2:6]3)[NH:36][N:37]=2)=[CH:29][CH:28]=1.